From a dataset of Forward reaction prediction with 1.9M reactions from USPTO patents (1976-2016). Predict the product of the given reaction. (1) Given the reactants [O:1]1[CH2:5][CH2:4][O:3][CH:2]1[C:6]([OH:40])([C:33]1[C:34]([CH3:39])=[N:35][CH:36]=[CH:37][CH:38]=1)[C:7]1[C:15]2[N:14]=[C:13]([CH:16]3[CH2:18][CH2:17]3)[N:12](C(OC(C)(C)C)=O)[C:11]=2[CH:10]=[C:9]([C:26]2[C:27]([CH3:32])=[N:28][O:29][C:30]=2[CH3:31])[CH:8]=1.C(O)C, predict the reaction product. The product is: [CH:16]1([C:13]2[NH:12][C:11]3[CH:10]=[C:9]([C:26]4[C:27]([CH3:32])=[N:28][O:29][C:30]=4[CH3:31])[CH:8]=[C:7]([C:6]([CH:2]4[O:3][CH2:4][CH2:5][O:1]4)([C:33]4[C:34]([CH3:39])=[N:35][CH:36]=[CH:37][CH:38]=4)[OH:40])[C:15]=3[N:14]=2)[CH2:18][CH2:17]1. (2) The product is: [CH2:1]([C:7]1[CH:8]=[CH:9][C:10]([CH2:13][C:14]([O:16][CH2:22][CH3:23])=[O:15])=[CH:11][CH:12]=1)[CH2:2][CH2:3][CH2:4][CH2:5][CH3:6]. Given the reactants [CH2:1]([C:7]1[CH:12]=[CH:11][C:10]([CH2:13][C:14]([OH:16])=[O:15])=[CH:9][CH:8]=1)[CH2:2][CH2:3][CH2:4][CH2:5][CH3:6].S(=O)(=O)(O)O.[CH2:22](O)[CH3:23], predict the reaction product. (3) Given the reactants C(OC([N:8]([C:26]1[CH:31]=[CH:30][N:29]=[C:28]([C:32]2[CH:37]=[CH:36][CH:35]=[C:34]([O:38][CH2:39][C:40]([NH:42][CH:43]([CH3:45])[CH3:44])=[O:41])[CH:33]=2)[N:27]=1)[C:9]1[CH:10]=[C:11]2[C:15](=[CH:16][C:17]=1[F:18])[N:14](C(OC(C)(C)C)=O)[N:13]=[CH:12]2)=O)(C)(C)C.[ClH:46].CCOC(C)=O, predict the reaction product. The product is: [ClH:46].[F:18][C:17]1[CH:16]=[C:15]2[C:11]([CH:12]=[N:13][NH:14]2)=[CH:10][C:9]=1[NH:8][C:26]1[CH:31]=[CH:30][N:29]=[C:28]([C:32]2[CH:33]=[C:34]([CH:35]=[CH:36][CH:37]=2)[O:38][CH2:39][C:40]([NH:42][CH:43]([CH3:45])[CH3:44])=[O:41])[N:27]=1. (4) Given the reactants [Br:1][C:2]1[C:3](=[O:9])[NH:4][C:5](=[O:8])[NH:6][N:7]=1.C/C(/O[Si](C)(C)C)=N\[Si](C)(C)C.[CH2:22](I)[CH2:23][C:24]1[CH:29]=[CH:28][CH:27]=[CH:26][CH:25]=1, predict the reaction product. The product is: [Br:1][C:2]1[C:3](=[O:9])[NH:4][C:5](=[O:8])[N:6]([CH2:22][CH2:23][C:24]2[CH:29]=[CH:28][CH:27]=[CH:26][CH:25]=2)[N:7]=1. (5) Given the reactants [O:1]=[C:2]1[CH:11]=[CH:10][C:9]2[CH:8]=[CH:7][C:6](=[O:12])[N:5]3[C@H:13]([CH2:15][N:16]4[CH2:20][CH2:19][C@@H:18]([CH2:21][NH:22]C(=O)C(F)(F)F)[CH2:17]4)[CH2:14][N:3]1[C:4]=23.C(=O)([O-])[O-].[K+].[K+], predict the reaction product. The product is: [NH2:22][CH2:21][C@@H:18]1[CH2:19][CH2:20][N:16]([CH2:15][C@H:13]2[N:5]3[C:4]4[N:3]([C:2](=[O:1])[CH:11]=[CH:10][C:9]=4[CH:8]=[CH:7][C:6]3=[O:12])[CH2:14]2)[CH2:17]1. (6) Given the reactants [CH2:1]([O:3][C:4]1[C:5]([OH:13])=[CH:6][C:7]([F:12])=[C:8]([CH:11]=1)[CH:9]=[O:10])[CH3:2].C1(=O)O[CH2:17][CH2:16][O:15]1, predict the reaction product. The product is: [CH2:1]([O:3][C:4]1[C:5]([O:13][CH2:17][CH2:16][OH:15])=[CH:6][C:7]([F:12])=[C:8]([CH:11]=1)[CH:9]=[O:10])[CH3:2]. (7) The product is: [F:1][C:2]1[CH:10]=[CH:9][C:5]([C:6]([NH:25][C:21]2[CH:22]=[C:23]3[C:18](=[CH:19][CH:20]=2)[NH:17][C:16]([CH3:15])=[CH:24]3)=[O:7])=[CH:4][C:3]=1[C:11]([F:14])([F:13])[F:12]. Given the reactants [F:1][C:2]1[CH:10]=[CH:9][C:5]([C:6](Cl)=[O:7])=[CH:4][C:3]=1[C:11]([F:14])([F:13])[F:12].[CH3:15][C:16]1[NH:17][C:18]2[C:23]([CH:24]=1)=[CH:22][C:21]([NH2:25])=[CH:20][CH:19]=2.C(N(CC)CC)C, predict the reaction product.